Dataset: Cav3 T-type calcium channel HTS with 100,875 compounds. Task: Binary Classification. Given a drug SMILES string, predict its activity (active/inactive) in a high-throughput screening assay against a specified biological target. (1) The molecule is S(=O)(=O)(N1CCC(CC1)C(=O)Nc1cccnc1)c1c2nonc2ccc1. The result is 0 (inactive). (2) The drug is O=C(N1CCN(CC1)c1cc(NCc2occc2)c([N+]([O-])=O)cc1)c1cc(ccc1)C. The result is 0 (inactive).